Dataset: Full USPTO retrosynthesis dataset with 1.9M reactions from patents (1976-2016). Task: Predict the reactants needed to synthesize the given product. (1) Given the product [C:1]([NH:4][C:5]1[CH:13]=[CH:12][CH:11]=[CH:7][C:6]=1[C:19]([NH:21][C:22]1[CH:23]=[CH:35][C:29]([N+:26]([O-:28])=[O:27])=[CH:30][CH:31]=1)=[O:20])(=[O:3])[CH3:2], predict the reactants needed to synthesize it. The reactants are: [C:1]([NH:4][C:5]1[CH:6]=[C:7]([CH:11]=[CH:12][CH:13]=1)C(O)=O)(=[O:3])[CH3:2].C1N=CN([C:19]([N:21]2C=N[CH:23]=[CH:22]2)=[O:20])C=1.[N+:26]([C:29]1[CH:35]=CC(N)=[CH:31][CH:30]=1)([O-:28])=[O:27].O. (2) Given the product [F:25][CH2:24][C@@H:23]1[C@@H:22]([C:26]2[CH:27]=[CH:28][C:29]([S:32]([CH3:33])=[O:9])=[CH:30][CH:31]=2)[O:21][C:20]([CH3:35])([CH3:34])[N:19]1[C:17]([O:16][C:12]([CH3:15])([CH3:14])[CH3:13])=[O:18], predict the reactants needed to synthesize it. The reactants are: ClC1C=CC=C(C(OO)=[O:9])C=1.[C:12]([O:16][C:17]([N:19]1[C@H:23]([CH2:24][F:25])[C@@H:22]([C:26]2[CH:31]=[CH:30][C:29]([S:32][CH3:33])=[CH:28][CH:27]=2)[O:21][C:20]1([CH3:35])[CH3:34])=[O:18])([CH3:15])([CH3:14])[CH3:13].C(=O)(O)[O-].[Na+].